Dataset: Catalyst prediction with 721,799 reactions and 888 catalyst types from USPTO. Task: Predict which catalyst facilitates the given reaction. (1) Reactant: [NH2:1][CH2:2][CH2:3][O:4][C:5]([CH3:26])([CH3:25])[CH2:6][N:7]1[C:19]2[C:18]3[CH:17]=[CH:16][CH:15]=[CH:14][C:13]=3[N:12]=[C:11]([NH2:20])[C:10]=2[N:9]=[C:8]1[CH2:21][O:22][CH2:23][CH3:24].C(N(CC)CC)C.[C:34](Cl)(=[O:36])[CH3:35]. Product: [NH2:20][C:11]1[C:10]2[N:9]=[C:8]([CH2:21][O:22][CH2:23][CH3:24])[N:7]([CH2:6][C:5]([CH3:25])([O:4][CH2:3][CH2:2][NH:1][C:34](=[O:36])[CH3:35])[CH3:26])[C:19]=2[C:18]2[CH:17]=[CH:16][CH:15]=[CH:14][C:13]=2[N:12]=1. The catalyst class is: 2. (2) Reactant: [Br:1][C:2]1[CH:3]=[C:4]([CH2:8][C:9]([NH:11]/[N:12]=[C:13]2\[NH:14][C:15](=[O:27])[C:16]3[NH:17][CH:18]=[N:19][C:20]=3[N:21]\2[CH2:22][CH2:23][CH2:24][CH2:25][CH3:26])=O)[CH:5]=[CH:6][CH:7]=1. Product: [Br:1][C:2]1[CH:3]=[C:4]([CH:5]=[CH:6][CH:7]=1)[CH2:8][C:9]1[N:14]2[C:15](=[O:27])[C:16]3[NH:17][CH:18]=[N:19][C:20]=3[N:21]([CH2:22][CH2:23][CH2:24][CH2:25][CH3:26])[C:13]2=[N:12][N:11]=1. The catalyst class is: 48. (3) Reactant: [NH2:1][C:2]1[NH:6][N:5]=[C:4]([CH2:7][OH:8])[N:3]=1.CCO/[CH:12]=[C:13](/[CH:15]=O)\[CH3:14]. Product: [CH3:15][C:13]1[CH:12]=[N:1][C:2]2[N:6]([N:5]=[C:4]([CH2:7][OH:8])[N:3]=2)[CH:14]=1. The catalyst class is: 15. (4) Reactant: B(Br)(Br)Br.[CH:5]1([N:10]2[CH2:19][CH2:18][C:17]3[C:12](=[CH:13][C:14]([O:20]C)=[CH:15][CH:16]=3)[C:11]2=[O:22])[CH2:9][CH2:8][CH2:7][CH2:6]1. Product: [CH:5]1([N:10]2[CH2:19][CH2:18][C:17]3[C:12](=[CH:13][C:14]([OH:20])=[CH:15][CH:16]=3)[C:11]2=[O:22])[CH2:6][CH2:7][CH2:8][CH2:9]1. The catalyst class is: 48. (5) Reactant: [NH2:1][C:2]1[N:7]=[CH:6][C:5]([C:8]#[C:9][C:10]2[C:11]([NH2:30])=[N:12][C:13](S(C)(=O)=O)=[N:14][C:15]=2[C:16]2[CH:21]=[CH:20][CH:19]=[C:18]([C:22]([F:25])([F:24])[F:23])[CH:17]=2)=[CH:4][CH:3]=1.[BH4-].[Na+]. Product: [NH2:1][C:2]1[N:7]=[CH:6][C:5]([C:8]#[C:9][C:10]2[C:11]([NH2:30])=[N:12][CH:13]=[N:14][C:15]=2[C:16]2[CH:21]=[CH:20][CH:19]=[C:18]([C:22]([F:25])([F:24])[F:23])[CH:17]=2)=[CH:4][CH:3]=1. The catalyst class is: 14. (6) Reactant: [CH:1]1([NH:4][C:5]([C:7]2[CH:12]=[CH:11][C:10]([C:13]3[N:17]4[N:18]=[C:19]([C:29](OC)=[O:30])[CH:20]=[C:21]([NH:22][CH2:23][CH2:24][C:25]([F:28])([F:27])[F:26])[C:16]4=[N:15][CH:14]=3)=[CH:9][C:8]=2[CH3:33])=[O:6])[CH2:3][CH2:2]1.Cl.[CH3:35][O:36][NH:37][CH3:38].[Cl-].[Li+].Cl[Mg]C(C)C. Product: [CH:1]1([NH:4][C:5]([C:7]2[CH:12]=[CH:11][C:10]([C:13]3[N:17]4[N:18]=[C:19]([C:29]([N:37]([O:36][CH3:35])[CH3:38])=[O:30])[CH:20]=[C:21]([NH:22][CH2:23][CH2:24][C:25]([F:27])([F:26])[F:28])[C:16]4=[N:15][CH:14]=3)=[CH:9][C:8]=2[CH3:33])=[O:6])[CH2:3][CH2:2]1. The catalyst class is: 1. (7) Reactant: [CH3:1][NH:2][C@H:3]([C:17]([OH:19])=[O:18])[C:4]([CH3:16])([CH3:15])[C:5]1[CH:10]=[CH:9][CH:8]=[C:7]([C:11]([F:14])([F:13])[F:12])[CH:6]=1.F[P-](F)(F)(F)(F)F.N1(O[P+](N2CCCC2)(N2CCCC2)N2CCCC2)C2C=CC=CC=2N=N1.C(N(C(C)C)CC)(C)C.Cl.[CH3:63]/[C:64](=[CH:70]\[C@@H:71]([N:75]([CH3:84])[C:76](=[O:83])[C@H:77]([C:79]([CH3:82])([CH3:81])[CH3:80])[NH2:78])[CH:72]([CH3:74])[CH3:73])/[C:65]([O:67][CH2:68][CH3:69])=[O:66]. Product: [CH3:1][NH:2][C@H:3]([C:17]([NH:78][C@H:77]([C:76]([N:75]([C@@H:71]([CH:72]([CH3:73])[CH3:74])/[CH:70]=[C:64](\[CH3:63])/[C:65]([O:67][CH2:68][CH3:69])=[O:66])[CH3:84])=[O:83])[C:79]([CH3:81])([CH3:82])[CH3:80])=[O:19])[C:4]([CH3:15])([CH3:16])[C:5]1[CH:10]=[CH:9][CH:8]=[C:7]([C:11]([F:12])([F:13])[F:14])[CH:6]=1.[CH3:1][NH:2][C@@H:3]([C:17]([NH:78][C@H:77]([C:76]([N:75]([C@@H:71]([CH:72]([CH3:74])[CH3:73])/[CH:70]=[C:64](\[CH3:63])/[C:65]([O:67][CH2:68][CH3:69])=[O:66])[CH3:84])=[O:83])[C:79]([CH3:81])([CH3:80])[CH3:82])=[O:18])[C:4]([CH3:15])([CH3:16])[C:5]1[CH:10]=[CH:9][CH:8]=[C:7]([C:11]([F:12])([F:14])[F:13])[CH:6]=1. The catalyst class is: 96. (8) Reactant: [O:1]=[S:2]1(=[O:21])[NH:6][CH2:5][C:4](=[O:7])[N:3]1[CH2:8][CH2:9][NH:10]C(=O)OCC1C=CC=CC=1.[ClH:22].O1CCOCC1. Product: [ClH:22].[NH2:10][CH2:9][CH2:8][N:3]1[C:4](=[O:7])[CH2:5][NH:6][S:2]1(=[O:1])=[O:21]. The catalyst class is: 19.